Dataset: NCI-60 drug combinations with 297,098 pairs across 59 cell lines. Task: Regression. Given two drug SMILES strings and cell line genomic features, predict the synergy score measuring deviation from expected non-interaction effect. (1) Drug 1: C1C(C(OC1N2C=C(C(=O)NC2=O)F)CO)O. Drug 2: C1=NC(=NC(=O)N1C2C(C(C(O2)CO)O)O)N. Cell line: HL-60(TB). Synergy scores: CSS=71.8, Synergy_ZIP=-2.17, Synergy_Bliss=-6.18, Synergy_Loewe=-13.2, Synergy_HSA=-12.9. (2) Drug 1: CCC(=C(C1=CC=CC=C1)C2=CC=C(C=C2)OCCN(C)C)C3=CC=CC=C3.C(C(=O)O)C(CC(=O)O)(C(=O)O)O. Drug 2: C1=NC(=NC(=O)N1C2C(C(C(O2)CO)O)O)N. Cell line: EKVX. Synergy scores: CSS=-0.923, Synergy_ZIP=-2.00, Synergy_Bliss=-4.03, Synergy_Loewe=-3.19, Synergy_HSA=-3.18. (3) Drug 1: CC1C(C(CC(O1)OC2CC(OC(C2O)C)OC3=CC4=CC5=C(C(=O)C(C(C5)C(C(=O)C(C(C)O)O)OC)OC6CC(C(C(O6)C)O)OC7CC(C(C(O7)C)O)OC8CC(C(C(O8)C)O)(C)O)C(=C4C(=C3C)O)O)O)O. Drug 2: CNC(=O)C1=NC=CC(=C1)OC2=CC=C(C=C2)NC(=O)NC3=CC(=C(C=C3)Cl)C(F)(F)F. Cell line: COLO 205. Synergy scores: CSS=63.3, Synergy_ZIP=-1.28, Synergy_Bliss=-0.0395, Synergy_Loewe=-14.6, Synergy_HSA=0.410. (4) Drug 1: CC1=C(C(CCC1)(C)C)C=CC(=CC=CC(=CC(=O)O)C)C. Drug 2: CC1CCC2CC(C(=CC=CC=CC(CC(C(=O)C(C(C(=CC(C(=O)CC(OC(=O)C3CCCCN3C(=O)C(=O)C1(O2)O)C(C)CC4CCC(C(C4)OC)O)C)C)O)OC)C)C)C)OC. Cell line: CAKI-1. Synergy scores: CSS=12.3, Synergy_ZIP=-3.64, Synergy_Bliss=-2.14, Synergy_Loewe=-67.3, Synergy_HSA=-9.27. (5) Drug 1: CN1CCC(CC1)COC2=C(C=C3C(=C2)N=CN=C3NC4=C(C=C(C=C4)Br)F)OC. Drug 2: C(CC(=O)O)C(=O)CN.Cl. Cell line: ACHN. Synergy scores: CSS=14.6, Synergy_ZIP=-2.44, Synergy_Bliss=1.65, Synergy_Loewe=-17.8, Synergy_HSA=1.10. (6) Drug 1: CN(C)N=NC1=C(NC=N1)C(=O)N. Synergy scores: CSS=-1.16, Synergy_ZIP=-1.88, Synergy_Bliss=-4.25, Synergy_Loewe=-18.0, Synergy_HSA=-6.73. Drug 2: B(C(CC(C)C)NC(=O)C(CC1=CC=CC=C1)NC(=O)C2=NC=CN=C2)(O)O. Cell line: MALME-3M.